This data is from Forward reaction prediction with 1.9M reactions from USPTO patents (1976-2016). The task is: Predict the product of the given reaction. Given the reactants [F:1][C:2]1[CH:3]=[C:4]([CH:10]=[C:11]([F:13])[CH:12]=1)[C@H:5]([OH:9])[C:6]([OH:8])=O.Cl.[NH2:15][C@H:16]([C:18]([NH:20][N:21]1[C:27](=[O:28])[CH:26]([CH3:29])[C:25]2[CH:30]=[CH:31][C:32]([F:34])=[CH:33][C:24]=2[C:23]2[CH:35]=[CH:36][CH:37]=[CH:38][C:22]1=2)=[O:19])[CH3:17], predict the reaction product. The product is: [F:13][C:11]1[CH:10]=[C:4]([CH:3]=[C:2]([F:1])[CH:12]=1)[C@H:5]([OH:9])[C:6]([NH:15][C@H:16]([C:18]([NH:20][N:21]1[C:27](=[O:28])[CH:26]([CH3:29])[C:25]2[CH:30]=[CH:31][C:32]([F:34])=[CH:33][C:24]=2[C:23]2[CH:35]=[CH:36][CH:37]=[CH:38][C:22]1=2)=[O:19])[CH3:17])=[O:8].